Dataset: Forward reaction prediction with 1.9M reactions from USPTO patents (1976-2016). Task: Predict the product of the given reaction. (1) Given the reactants CO.C(Cl)(Cl)[Cl:4].CO.Cl.[CH3:10][O:11][C:12]1[CH:13]=[C:14]2[C:19](=[CH:20][C:21]=1[O:22][CH3:23])[N:18]=[CH:17][CH:16]=[C:15]2[O:24][C:25]1[CH:30]=[CH:29][C:28]([NH:31][C:32]([NH:34][CH2:35][CH2:36][C:37]([CH3:40])([CH3:39])[CH3:38])=[O:33])=[CH:27][CH:26]=1, predict the reaction product. The product is: [ClH:4].[CH3:10][O:11][C:12]1[CH:13]=[C:14]2[C:19](=[CH:20][C:21]=1[O:22][CH3:23])[N:18]=[CH:17][CH:16]=[C:15]2[O:24][C:25]1[CH:30]=[CH:29][C:28]([NH:31][C:32]([NH:34][CH2:35][CH2:36][C:37]([CH3:40])([CH3:39])[CH3:38])=[O:33])=[CH:27][CH:26]=1. (2) Given the reactants O=C1NC2[C:14]3[CH:6]([CH2:7][N:8]([CH2:16][C:17]([O:19]C(C)(C)C)=[O:18])[C:9]=3[CH:10]=[CH:11][CH:12]=2)[CH2:5][CH2:4][CH2:3]1.[H-].[Na+].IC.[CH3:28][N:29]([CH:31]=[O:32])[CH3:30], predict the reaction product. The product is: [C:6]([CH:16]([N:8]1[C:9]2[CH:10]=[CH:11][CH:12]=[C:28]3[N:29]([CH3:30])[C:31](=[O:32])[CH2:3][CH2:4][CH2:5][CH:6]([C:14]=23)[CH2:7]1)[C:17]([OH:19])=[O:18])([CH3:14])([CH3:7])[CH3:5]. (3) Given the reactants [N:1]1[CH:6]=[CH:5][CH:4]=[CH:3][C:2]=1[C:7]1[CH2:12][CH2:11][N:10](C(OC(C)(C)C)=O)[CH2:9][CH:8]=1.FC(F)(F)C(O)=O, predict the reaction product. The product is: [NH:10]1[CH2:9][CH:8]=[C:7]([C:2]2[CH:3]=[CH:4][CH:5]=[CH:6][N:1]=2)[CH2:12][CH2:11]1. (4) Given the reactants ClC1C=C(N)C(N[C@H]2CCS(=O)(=O)C2)=CC=1.[Cl:17][C:18]1[CH:23]=[CH:22][C:21]([NH:24][CH:25]2[CH2:29][N:28]([CH2:30][C:31]3[CH:36]=[CH:35][C:34]([O:37][CH3:38])=[CH:33][CH:32]=3)[C:27](=[O:39])[CH2:26]2)=[C:20]([N+:40]([O-])=O)[CH:19]=1, predict the reaction product. The product is: [NH2:40][C:20]1[CH:19]=[C:18]([Cl:17])[CH:23]=[CH:22][C:21]=1[NH:24][CH:25]1[CH2:29][N:28]([CH2:30][C:31]2[CH:36]=[CH:35][C:34]([O:37][CH3:38])=[CH:33][CH:32]=2)[C:27](=[O:39])[CH2:26]1. (5) The product is: [O:29]1[CH2:33][CH2:32][CH2:31][CH:30]1[CH2:34][NH:35][C:15]([C:14]1[CH:18]=[CH:19][N:20]=[CH:21][C:13]=1[NH:12][C:10]([C:8]1[C:7]([NH:22][C:23]2[CH:28]=[N:27][CH:26]=[N:25][CH:24]=2)=[N:6][CH:5]=[C:4]([CH:1]2[CH2:2][CH2:3]2)[N:9]=1)=[O:11])=[O:17]. Given the reactants [CH:1]1([C:4]2[N:9]=[C:8]([C:10]([NH:12][C:13]3[CH:21]=[N:20][CH:19]=[CH:18][C:14]=3[C:15]([OH:17])=O)=[O:11])[C:7]([NH:22][C:23]3[CH:24]=[N:25][CH:26]=[N:27][CH:28]=3)=[N:6][CH:5]=2)[CH2:3][CH2:2]1.[O:29]1[CH2:33][CH2:32][CH2:31][CH:30]1[CH2:34][NH2:35], predict the reaction product. (6) Given the reactants C[O:2][C:3](=O)[C:4]1[CH:9]=[C:8]([O:10][CH:11]2[CH2:16][CH2:15][O:14][CH2:13][CH2:12]2)[CH:7]=[C:6]([O:17][CH2:18][CH3:19])[CH:5]=1.[H-].[Al+3].[Li+].[H-].[H-].[H-], predict the reaction product. The product is: [CH2:18]([O:17][C:6]1[CH:5]=[C:4]([CH:9]=[C:8]([O:10][CH:11]2[CH2:16][CH2:15][O:14][CH2:13][CH2:12]2)[CH:7]=1)[CH:3]=[O:2])[CH3:19]. (7) Given the reactants [Cl:1][C:2]1[CH:3]=[C:4]([C:9]2([CH2:17][O:18][CH3:19])[O:15][CH2:14][C:13](=O)[NH:12][CH2:11][CH2:10]2)[CH:5]=[CH:6][C:7]=1[Cl:8].B.C1COCC1, predict the reaction product. The product is: [ClH:1].[Cl:1][C:2]1[CH:3]=[C:4]([C:9]2([CH2:17][O:18][CH3:19])[O:15][CH2:14][CH2:13][NH:12][CH2:11][CH2:10]2)[CH:5]=[CH:6][C:7]=1[Cl:8].